From a dataset of Experimental lipophilicity measurements (octanol/water distribution) for 4,200 compounds from AstraZeneca. Regression/Classification. Given a drug SMILES string, predict its absorption, distribution, metabolism, or excretion properties. Task type varies by dataset: regression for continuous measurements (e.g., permeability, clearance, half-life) or binary classification for categorical outcomes (e.g., BBB penetration, CYP inhibition). For this dataset (lipophilicity_astrazeneca), we predict Y. (1) The drug is NC(=O)c1cccc(O[C@@H]2C[C@@H]3CC[C@H](C2)N3Cc2ccccc2)c1. The Y is 1.61 logD. (2) The molecule is CCOc1ccc(-c2cnc3n2CCC3)cc1. The Y is 2.65 logD. (3) The Y is -0.710 logD. The molecule is COc1cc(OC)c(S(=O)(=O)N2c3ccccc3Oc3ccccc32)cc1NC(=O)/C=C/C(=O)O. (4) The compound is C[C@]12CC[C@@H]3c4ccc(O)cc4CC[C@H]3[C@@H]1CCC2=O. The Y is 3.40 logD. (5) The drug is Cn1c(=O)c2c(ncn2C)n(C)c1=O. The Y is -0.0300 logD.